This data is from Full USPTO retrosynthesis dataset with 1.9M reactions from patents (1976-2016). The task is: Predict the reactants needed to synthesize the given product. Given the product [Br-:2].[C:8]([C:9]1[CH:14]=[CH:13][CH:12]=[CH:11][C:10]=1[CH2:15][Zn+:1])([O:7][CH3:6])=[O:17], predict the reactants needed to synthesize it. The reactants are: [Zn:1].[Br:2]C(Br)C.[CH3:6][O:7][C:8](=[O:17])[C:9]1[CH:14]=[CH:13][CH:12]=[CH:11][C:10]=1[CH2:15]Br.